From a dataset of CYP2C19 inhibition data for predicting drug metabolism from PubChem BioAssay. Regression/Classification. Given a drug SMILES string, predict its absorption, distribution, metabolism, or excretion properties. Task type varies by dataset: regression for continuous measurements (e.g., permeability, clearance, half-life) or binary classification for categorical outcomes (e.g., BBB penetration, CYP inhibition). Dataset: cyp2c19_veith. The drug is Cc1nc2cnc(N3CCOCC3)nc2n(CCc2ccccc2)c1=O. The result is 1 (inhibitor).